This data is from Full USPTO retrosynthesis dataset with 1.9M reactions from patents (1976-2016). The task is: Predict the reactants needed to synthesize the given product. (1) Given the product [C:24]([C:17]1[CH:18]=[C:19]([C:20]([CH3:22])([CH3:23])[CH3:21])[C:5]2[O:4][C:3](=[O:29])[CH:7]([C:8]3[CH:13]=[CH:12][C:11]([CH3:14])=[C:10]([CH3:15])[CH:9]=3)[C:6]=2[CH:16]=1)([CH3:27])([CH3:26])[CH3:25], predict the reactants needed to synthesize it. The reactants are: Cl.N[C:3]1[O:4][C:5]2[C:19]([C:20]([CH3:23])([CH3:22])[CH3:21])=[CH:18][C:17]([C:24]([CH3:27])([CH3:26])[CH3:25])=[CH:16][C:6]=2[C:7]=1[C:8]1[CH:13]=[CH:12][C:11]([CH3:14])=[C:10]([CH3:15])[CH:9]=1.C[OH:29]. (2) Given the product [CH3:19][N:15]1[CH:16]=[C:11]([B:6]2[O:5][C:4]([CH3:18])([CH3:3])[C:8]([CH3:9])([CH3:10])[O:7]2)[CH:12]=[CH:13][C:14]1=[O:17], predict the reactants needed to synthesize it. The reactants are: IC.[CH3:3][C:4]1([CH3:18])[C:8]([CH3:10])([CH3:9])[O:7][B:6]([C:11]2[CH:12]=[CH:13][C:14]([OH:17])=[N:15][CH:16]=2)[O:5]1.[C:19](=O)([O-])[O-].[K+].[K+]. (3) Given the product [CH2:15]([NH:14][C:6]1[CH:5]=[C:4]([CH:9]=[C:8]([C:10]([F:11])([F:12])[F:13])[CH:7]=1)[C:3]([OH:17])=[O:2])[CH3:16], predict the reactants needed to synthesize it. The reactants are: C[O:2][C:3](=[O:17])[C:4]1[CH:9]=[C:8]([C:10]([F:13])([F:12])[F:11])[CH:7]=[C:6]([NH:14][CH2:15][CH3:16])[CH:5]=1.[OH-].[Na+]. (4) Given the product [Br:1][C:2]1[CH:3]=[CH:4][C:5]([F:31])=[C:6]([C@:8]2([CH3:9])[CH:10]([CH2:11][CH2:12][CH2:13][O:14][Si:15]([C:18]([CH3:21])([CH3:19])[CH3:20])([CH3:16])[CH3:17])[O:22][S:38](=[O:39])(=[O:43])[N:23]2[C:24]([O:25][C:26]([CH3:29])([CH3:28])[CH3:27])=[O:30])[CH:7]=1, predict the reactants needed to synthesize it. The reactants are: [Br:1][C:2]1[CH:3]=[CH:4][C:5]([F:31])=[C:6]([C@@:8]([NH:23][C:24](=[O:30])[O:25][C:26]([CH3:29])([CH3:28])[CH3:27])([CH:10]([OH:22])[CH2:11][CH2:12][CH2:13][O:14][Si:15]([C:18]([CH3:21])([CH3:20])[CH3:19])([CH3:17])[CH3:16])[CH3:9])[CH:7]=1.N1C=CC=CC=1.[S:38](Cl)(Cl)=[O:39].I([O-])(=O)(=O)=[O:43].[Na+]. (5) The reactants are: Br[C:2]1[CH:7]=[CH:6][C:5]([Cl:8])=[C:4]([CH2:9][C:10]2[CH:15]=[CH:14][C:13]([O:16][CH2:17][CH2:18][O:19][CH:20]3[CH2:24][CH2:23][CH2:22][CH2:21]3)=[CH:12][CH:11]=2)[CH:3]=1.[Li]CCCC.C[Si](C)(C)[O:32][C@@H:33]1[C@@H:38]([O:39][Si](C)(C)C)[C@H:37]([O:44][Si](C)(C)C)[C@@H:36]([CH2:49][O:50][Si](C)(C)C)[O:35][C:34]1=O. Given the product [Cl:8][C:5]1[CH:6]=[CH:7][C:2]([C@H:34]2[C@H:33]([OH:32])[C@@H:38]([OH:39])[C@H:37]([OH:44])[C@@H:36]([CH2:49][OH:50])[O:35]2)=[CH:3][C:4]=1[CH2:9][C:10]1[CH:15]=[CH:14][C:13]([O:16][CH2:17][CH2:18][O:19][CH:20]2[CH2:24][CH2:23][CH2:22][CH2:21]2)=[CH:12][CH:11]=1, predict the reactants needed to synthesize it.